From a dataset of Catalyst prediction with 721,799 reactions and 888 catalyst types from USPTO. Predict which catalyst facilitates the given reaction. (1) Reactant: O.Cl.[NH2:3][C@H:4]([CH2:8][SH:9])[C:5]([OH:7])=[O:6].CS(=O)([S:13][C:14]([CH3:17])([CH3:16])[CH3:15])=O.C(N(CC)CC)C. Product: [NH2:3][C@H:4]([CH2:8][S:9][S:13][C:14]([CH3:17])([CH3:16])[CH3:15])[C:5]([OH:7])=[O:6]. The catalyst class is: 111. (2) Reactant: [OH:1][C:2]1[C:7]2[CH:8]=[CH:9][S:10][C:6]=2[C:5](/[CH:11]=[CH:12]/[C:13]([O:15][CH2:16][CH3:17])=[O:14])=[CH:4][CH:3]=1. The catalyst class is: 349. Product: [OH:1][C:2]1[C:7]2[CH:8]=[CH:9][S:10][C:6]=2[C:5]([CH2:11][CH2:12][C:13]([O:15][CH2:16][CH3:17])=[O:14])=[CH:4][CH:3]=1. (3) Reactant: [CH3:1][C:2]1[CH:20]=[CH:19][CH:18]=[C:17]([CH3:21])[C:3]=1[O:4][C:5]1[CH:6]=[C:7]([C:14]([OH:16])=O)[C:8](=[CH:12][CH:13]=1)[C:9]([OH:11])=O.[NH2:22][CH2:23][C:24]([OH:26])=[O:25]. Product: [CH3:21][C:17]1[CH:18]=[CH:19][CH:20]=[C:2]([CH3:1])[C:3]=1[O:4][C:5]1[CH:6]=[C:7]2[C:8](=[CH:12][CH:13]=1)[C:9](=[O:11])[N:22]([CH2:23][C:24]([OH:26])=[O:25])[C:14]2=[O:16]. The catalyst class is: 6.